Task: Predict the product of the given reaction.. Dataset: Forward reaction prediction with 1.9M reactions from USPTO patents (1976-2016) (1) Given the reactants [CH2:1]([N:5]=[C:6]=[O:7])[CH2:2][CH2:3][CH3:4].CCN(CC)CC.[OH:15][C:16]1[CH:17]=[C:18]([N:22]2[CH:26]=[CH:25][C:24]([C:27]([NH2:29])=[O:28])=[CH:23]2)[CH:19]=[CH:20][CH:21]=1, predict the reaction product. The product is: [C:27]([C:24]1[CH:25]=[CH:26][N:22]([C:18]2[CH:17]=[C:16]([O:15][C:6](=[O:7])[NH:5][CH2:1][CH2:2][CH2:3][CH3:4])[CH:21]=[CH:20][CH:19]=2)[CH:23]=1)(=[O:28])[NH2:29]. (2) Given the reactants [C:1]1([CH3:11])[CH:6]=[CH:5][C:4]([S:7]([OH:10])(=[O:9])=[O:8])=[CH:3][CH:2]=1.[Cl:12][C:13]1[CH:18]=[CH:17][C:16]([CH:19]2[N:23]([C:24]3[CH:29]=[CH:28][C:27]([Cl:30])=[CH:26][C:25]=3[Cl:31])[N:22]=[C:21]([C:32]([NH:34][N:35]3[CH2:40][CH2:39][CH2:38][CH2:37][CH2:36]3)=[O:33])[CH2:20]2)=[CH:15][CH:14]=1, predict the reaction product. The product is: [C:1]1([CH3:11])[CH:2]=[CH:3][C:4]([S:7]([OH:10])(=[O:8])=[O:9])=[CH:5][CH:6]=1.[Cl:12][C:13]1[CH:18]=[CH:17][C:16]([CH:19]2[N:23]([C:24]3[CH:29]=[CH:28][C:27]([Cl:30])=[CH:26][C:25]=3[Cl:31])[N:22]=[C:21]([C:32]([NH:34][N:35]3[CH2:36][CH2:37][CH2:38][CH2:39][CH2:40]3)=[O:33])[CH2:20]2)=[CH:15][CH:14]=1.